From a dataset of Peptide-MHC class II binding affinity with 134,281 pairs from IEDB. Regression. Given a peptide amino acid sequence and an MHC pseudo amino acid sequence, predict their binding affinity value. This is MHC class II binding data. (1) The peptide sequence is DFDGRSEFAYGSFVR. The MHC is DRB1_0101 with pseudo-sequence DRB1_0101. The binding affinity (normalized) is 0.448. (2) The peptide sequence is ISRRDQRGSGQVVTY. The MHC is DRB4_0103 with pseudo-sequence DRB4_0103. The binding affinity (normalized) is 0.525. (3) The binding affinity (normalized) is 0.178. The MHC is HLA-DQA10102-DQB10602 with pseudo-sequence HLA-DQA10102-DQB10602. The peptide sequence is FVRSSNLKFQDAYNA. (4) The MHC is HLA-DQA10601-DQB10402 with pseudo-sequence HLA-DQA10601-DQB10402. The binding affinity (normalized) is 0. The peptide sequence is NPPFGDSYIIVGRGD.